Dataset: Forward reaction prediction with 1.9M reactions from USPTO patents (1976-2016). Task: Predict the product of the given reaction. (1) Given the reactants Br[CH2:2][C:3]1[CH:8]=[CH:7][N:6]=[CH:5][CH:4]=1.[CH:9]([NH2:12])([CH3:11])[CH3:10], predict the reaction product. The product is: [N:6]1[CH:7]=[CH:8][C:3]([CH2:2][NH:12][CH:9]([CH3:11])[CH3:10])=[CH:4][CH:5]=1. (2) Given the reactants [Cl:1][C:2]1[CH:3]=[CH:4][C:5]([S:10]([CH3:13])(=[O:12])=[O:11])=[C:6]([CH:9]=1)[C:7]#[N:8].N, predict the reaction product. The product is: [ClH:1].[Cl:1][C:2]1[CH:3]=[CH:4][C:5]([S:10]([CH3:13])(=[O:12])=[O:11])=[C:6]([CH2:7][NH2:8])[CH:9]=1. (3) The product is: [C@@H:20]12[CH2:26][C@@H:23]([CH:24]=[CH:25]1)[CH2:22][C@H:21]2[CH2:27][C:28]([NH:1][N:2]1[N:11]=[C:10]([C:12]2[CH:17]=[CH:16][C:15]([F:18])=[CH:14][CH:13]=2)[C:9]2[C:4](=[CH:5][CH:6]=[CH:7][CH:8]=2)[C:3]1=[O:19])=[O:29]. Given the reactants [NH2:1][N:2]1[N:11]=[C:10]([C:12]2[CH:17]=[CH:16][C:15]([F:18])=[CH:14][CH:13]=2)[C:9]2[C:4](=[CH:5][CH:6]=[CH:7][CH:8]=2)[C:3]1=[O:19].[C@@H:20]12[CH2:26][C@@H:23]([CH:24]=[CH:25]1)[CH2:22][C@H:21]2[CH2:27][C:28](O)=[O:29], predict the reaction product. (4) Given the reactants [Br:1][C:2]1[CH:3]=[CH:4][C:5]([C:9]([OH:11])=[O:10])=[N:6][C:7]=1Cl.[CH3:12][C:13]1([CH2:17][OH:18])[CH2:16][O:15][CH2:14]1.[H-].[Na+].Cl, predict the reaction product. The product is: [Br:1][C:2]1[CH:3]=[CH:4][C:5]([C:9]([OH:11])=[O:10])=[N:6][C:7]=1[O:18][CH2:17][C:13]1([CH3:12])[CH2:16][O:15][CH2:14]1. (5) Given the reactants [F:1][C:2]1[C:11]([CH:12]([CH3:17])[C:13]([NH:15][NH2:16])=O)=[C:10]([F:18])[CH:9]=[C:8]2[C:3]=1[CH:4]=[CH:5][CH:6]=[N:7]2.[Cl:19][C:20]1[N:21]=[N:22][C:23](Cl)=[CH:24][CH:25]=1, predict the reaction product. The product is: [Cl:19][C:20]1[CH:25]=[CH:24][C:23]2[N:15]([C:13]([CH:12]([C:11]3[C:2]([F:1])=[C:3]4[C:8](=[CH:9][C:10]=3[F:18])[N:7]=[CH:6][CH:5]=[CH:4]4)[CH3:17])=[N:21][N:22]=2)[N:16]=1. (6) Given the reactants [F:1][C:2]([F:7])([F:6])[C@@H:3]([NH2:5])[CH3:4].Br[CH2:9][C:10]1[CH:15]=[CH:14][C:13]([F:16])=[CH:12][CH:11]=1.C([O-])([O-])=O.[K+].[K+], predict the reaction product. The product is: [F:1][C:2]([F:7])([F:6])[C@@H:3]([NH:5][CH2:9][C:10]1[CH:15]=[CH:14][C:13]([F:16])=[CH:12][CH:11]=1)[CH3:4]. (7) Given the reactants [NH2:1][C:2]1[C:7]([N+:8]([O-:10])=[O:9])=[C:6](Cl)[C:5]([Br:12])=[CH:4][N:3]=1.[CH:13]1([CH2:16][N:17]2[CH2:22][CH2:21][NH:20][CH2:19][CH2:18]2)[CH2:15][CH2:14]1.C(N(C(C)C)CC)(C)C, predict the reaction product. The product is: [Br:12][C:5]1[C:6]([N:20]2[CH2:21][CH2:22][N:17]([CH2:16][CH:13]3[CH2:15][CH2:14]3)[CH2:18][CH2:19]2)=[C:7]([N+:8]([O-:10])=[O:9])[C:2]([NH2:1])=[N:3][CH:4]=1. (8) Given the reactants [C:1]([O:5][C:6]([N:8]1[C@@H:17]([C:18](O)=[O:19])[CH2:16][C:15]2[C:10](=[CH:11][CH:12]=[CH:13][CH:14]=2)[CH2:9]1)=[O:7])([CH3:4])([CH3:3])[CH3:2].C(N(CC)CC)C.ClC(OCC(C)C)=O.[NH2:36][C@H:37]([C:39]1[CH:48]=[CH:47][C:42]([C:43]([O:45][CH3:46])=[O:44])=[CH:41][CH:40]=1)[CH3:38], predict the reaction product. The product is: [CH3:46][O:45][C:43]([C:42]1[CH:47]=[CH:48][C:39]([C@@H:37]([NH:36][C:18]([C@H:17]2[CH2:16][C:15]3[C:10](=[CH:11][CH:12]=[CH:13][CH:14]=3)[CH2:9][N:8]2[C:6]([O:5][C:1]([CH3:4])([CH3:3])[CH3:2])=[O:7])=[O:19])[CH3:38])=[CH:40][CH:41]=1)=[O:44]. (9) Given the reactants [OH:1]N1C2C=CC=CC=2N=N1.CCN=[C:14]=[N:15][CH2:16][CH2:17][CH2:18][N:19]([CH3:21])[CH3:20].Cl.Cl.CNC.C(N([CH2:32][CH3:33])CC)C, predict the reaction product. The product is: [CH3:21][N:19]([CH3:20])[C:18]([CH:17]1[CH2:33][CH2:32][CH2:14][NH:15][CH2:16]1)=[O:1].